From a dataset of NCI-60 drug combinations with 297,098 pairs across 59 cell lines. Regression. Given two drug SMILES strings and cell line genomic features, predict the synergy score measuring deviation from expected non-interaction effect. (1) Drug 1: C#CCC(CC1=CN=C2C(=N1)C(=NC(=N2)N)N)C3=CC=C(C=C3)C(=O)NC(CCC(=O)O)C(=O)O. Drug 2: C1CNP(=O)(OC1)N(CCCl)CCCl. Cell line: NCI-H322M. Synergy scores: CSS=0.00700, Synergy_ZIP=1.04, Synergy_Bliss=-0.349, Synergy_Loewe=-0.405, Synergy_HSA=-3.31. (2) Drug 1: CCC1(CC2CC(C3=C(CCN(C2)C1)C4=CC=CC=C4N3)(C5=C(C=C6C(=C5)C78CCN9C7C(C=CC9)(C(C(C8N6C)(C(=O)OC)O)OC(=O)C)CC)OC)C(=O)OC)O.OS(=O)(=O)O. Drug 2: CS(=O)(=O)OCCCCOS(=O)(=O)C. Cell line: M14. Synergy scores: CSS=6.56, Synergy_ZIP=-0.602, Synergy_Bliss=1.58, Synergy_Loewe=-7.71, Synergy_HSA=0.645. (3) Drug 1: CN1C(=O)N2C=NC(=C2N=N1)C(=O)N. Drug 2: C1C(C(OC1N2C=NC3=C2NC=NCC3O)CO)O. Cell line: NCI-H460. Synergy scores: CSS=0.161, Synergy_ZIP=-0.625, Synergy_Bliss=-2.31, Synergy_Loewe=-0.334, Synergy_HSA=-2.76.